This data is from Peptide-MHC class II binding affinity with 134,281 pairs from IEDB. The task is: Regression. Given a peptide amino acid sequence and an MHC pseudo amino acid sequence, predict their binding affinity value. This is MHC class II binding data. (1) The MHC is HLA-DQA10501-DQB10301 with pseudo-sequence HLA-DQA10501-DQB10301. The peptide sequence is NSQDHGWDLNAASAY. The binding affinity (normalized) is 0.667. (2) The peptide sequence is AFILDGDNLIPKV. The MHC is DRB1_0401 with pseudo-sequence DRB1_0401. The binding affinity (normalized) is 0.849. (3) The peptide sequence is LKLATGMRNVPEKQT. The MHC is HLA-DQA10102-DQB10602 with pseudo-sequence HLA-DQA10102-DQB10602. The binding affinity (normalized) is 0.401. (4) The peptide sequence is LRPTFDTRLMRLEDEMKEGR. The MHC is DRB1_0101 with pseudo-sequence DRB1_0101. The binding affinity (normalized) is 0.0678. (5) The peptide sequence is LVWMACHSAAFEDLR. The MHC is DRB1_0101 with pseudo-sequence DRB1_0101. The binding affinity (normalized) is 0.600.